Dataset: Full USPTO retrosynthesis dataset with 1.9M reactions from patents (1976-2016). Task: Predict the reactants needed to synthesize the given product. (1) Given the product [CH3:1][O:2][C:3](=[O:21])[C:4]1[CH:9]=[CH:8][C:7]([S:10][C:11]2[CH:16]=[CH:15][C:14]([CH:17]=[O:18])=[C:13]([CH3:19])[N:12]=2)=[CH:6][C:5]=1[CH3:20], predict the reactants needed to synthesize it. The reactants are: [CH3:1][O:2][C:3](=[O:21])[C:4]1[CH:9]=[CH:8][C:7]([S:10][C:11]2[CH:16]=[CH:15][C:14]([CH2:17][OH:18])=[C:13]([CH3:19])[N:12]=2)=[CH:6][C:5]=1[CH3:20]. (2) Given the product [CH3:22][O:23][N:24]=[C:10]([C@@H:8]1[CH2:9][C@H:7]1[C:6]1[C:5]([Cl:13])=[C:4]([Cl:14])[S:3][C:2]=1[Cl:1])[CH3:11], predict the reactants needed to synthesize it. The reactants are: [Cl:1][C:2]1[S:3][C:4]([Cl:14])=[C:5]([Cl:13])[C:6]=1[C@@H:7]1[CH2:9][C@H:8]1[C:10](=O)[CH3:11].N1C=CC=CC=1.Cl.[CH3:22][O:23][NH2:24]. (3) The reactants are: C([O:4][C@H:5]1[CH2:10][CH2:9][CH2:8][C@H:7]([NH:11][C:12]2[C:17]([C:18]3[CH:19]=[N:20][N:21]([CH3:23])[CH:22]=3)=[CH:16][N:15]=[C:14]([C:24]3[CH:29]=[CH:28][CH:27]=[C:26]([C:30]4[CH:31]=[N:32][N:33]([CH3:35])[CH:34]=4)[CH:25]=3)[N:13]=2)[C@@H:6]1[O:36][CH2:37][O:38][CH3:39])(=O)C.[OH-].[Na+]. Given the product [CH3:39][O:38][CH2:37][O:36][C@H:6]1[C@@H:7]([NH:11][C:12]2[C:17]([C:18]3[CH:19]=[N:20][N:21]([CH3:23])[CH:22]=3)=[CH:16][N:15]=[C:14]([C:24]3[CH:29]=[CH:28][CH:27]=[C:26]([C:30]4[CH:31]=[N:32][N:33]([CH3:35])[CH:34]=4)[CH:25]=3)[N:13]=2)[CH2:8][CH2:9][CH2:10][C@@H:5]1[OH:4], predict the reactants needed to synthesize it. (4) Given the product [Cl:37][C:32]1[CH:33]=[CH:34][CH:35]=[CH:36][C:31]=1[C:28]1[C:29]([I:30])=[C:25]2[N:24]=[C:23]([CH3:38])[N:22]=[C:21]([N:6]3[CH2:7][C:4]([NH:3][CH2:1][CH3:2])([C:8]([NH2:10])=[O:9])[CH2:5]3)[N:26]2[N:27]=1, predict the reactants needed to synthesize it. The reactants are: [CH2:1]([NH:3][C:4]1([C:8]([NH2:10])=[O:9])[CH2:7][NH:6][CH2:5]1)[CH3:2].C(N(C(C)C)CC)(C)C.Cl[C:21]1[N:26]2[N:27]=[C:28]([C:31]3[CH:36]=[CH:35][CH:34]=[CH:33][C:32]=3[Cl:37])[C:29]([I:30])=[C:25]2[N:24]=[C:23]([CH3:38])[N:22]=1. (5) Given the product [CH2:1]([C:3]([C:6]1[CH:11]=[CH:10][C:9](/[CH:12]=[CH:13]/[C:14]2([OH:21])[CH2:15][CH2:16][CH2:17][CH2:18][CH2:19][CH2:20]2)=[C:8]([CH3:22])[CH:7]=1)([C:23]1[CH:28]=[CH:27][C:26]([B:52]2[O:53][C:54]([CH3:59])([CH3:60])[C:55]([CH3:57])([CH3:58])[O:56]2)=[C:25]([CH3:37])[CH:24]=1)[CH2:4][CH3:5])[CH3:2], predict the reactants needed to synthesize it. The reactants are: [CH2:1]([C:3]([C:23]1[CH:28]=[CH:27][C:26](OS(C(F)(F)F)(=O)=O)=[C:25]([CH3:37])[CH:24]=1)([C:6]1[CH:11]=[CH:10][C:9](/[CH:12]=[CH:13]/[C:14]2([OH:21])[CH2:20][CH2:19][CH2:18][CH2:17][CH2:16][CH2:15]2)=[C:8]([CH3:22])[CH:7]=1)[CH2:4][CH3:5])[CH3:2].C([O-])(=O)C.[K+].[B:52]1([B:52]2[O:56][C:55]([CH3:58])([CH3:57])[C:54]([CH3:60])([CH3:59])[O:53]2)[O:56][C:55]([CH3:58])([CH3:57])[C:54]([CH3:60])([CH3:59])[O:53]1.[Cl-].[NH4+]. (6) The reactants are: [NH:1]1[CH2:7][C:5](=[O:6])[NH:4][C:2]1=[O:3].Br[CH2:9][C:10]1[C:11]([CH3:16])=[CH:12][CH:13]=[CH:14][CH:15]=1.C(=O)([O-])[O-].[K+].[K+]. Given the product [CH3:9][C:10]1[CH:15]=[CH:14][CH:13]=[CH:12][C:11]=1[CH2:16][N:4]1[C:5](=[O:6])[CH2:7][NH:1][C:2]1=[O:3], predict the reactants needed to synthesize it. (7) Given the product [CH2:13]([C:17]1[CH:18]=[CH:19][C:20]([C:23]#[C:24][C:2]2[C:7]([CH3:8])=[C:6]([CH3:9])[C:5]([C:24]#[C:23][C:20]3[CH:21]=[CH:22][C:17]([CH2:13][CH2:14][CH2:15][CH3:16])=[CH:18][CH:19]=3)=[C:4]([CH3:11])[C:3]=2[CH3:12])=[CH:21][CH:22]=1)[CH2:14][CH2:15][CH3:16], predict the reactants needed to synthesize it. The reactants are: I[C:2]1[C:7]([CH3:8])=[C:6]([CH3:9])[C:5](I)=[C:4]([CH3:11])[C:3]=1[CH3:12].[CH2:13]([C:17]1[CH:22]=[CH:21][C:20]([C:23]#[CH:24])=[CH:19][CH:18]=1)[CH2:14][CH2:15][CH3:16].O. (8) Given the product [F:30][C:2]1([F:1])[CH2:8][N:7]([CH:9]([CH3:11])[CH3:10])[C:6]2[N:12]=[C:13]([NH:16][C:17]3[CH:25]=[CH:24][C:20]([C:21]([NH:46][CH:43]4[CH2:44][CH2:45][O:40][CH2:41][CH2:42]4)=[O:22])=[CH:19][C:18]=3[O:26][CH3:27])[N:14]=[CH:15][C:5]=2[N:4]([CH3:28])[C:3]1=[O:29], predict the reactants needed to synthesize it. The reactants are: [F:1][C:2]1([F:30])[CH2:8][N:7]([CH:9]([CH3:11])[CH3:10])[C:6]2[N:12]=[C:13]([NH:16][C:17]3[CH:25]=[CH:24][C:20]([C:21](O)=[O:22])=[CH:19][C:18]=3[O:26][CH3:27])[N:14]=[CH:15][C:5]=2[N:4]([CH3:28])[C:3]1=[O:29].C(N(C(C)C)C(C)C)C.[O:40]1[CH2:45][CH2:44][CH:43]([NH2:46])[CH2:42][CH2:41]1. (9) Given the product [Cl:1][C:2]1[C:10]([C:11]2([C:14]#[N:15])[CH2:13][CH2:12]2)=[CH:9][CH:8]=[CH:7][C:3]=1[C:4]([Cl:24])=[O:5], predict the reactants needed to synthesize it. The reactants are: [Cl:1][C:2]1[C:10]([C:11]2([C:14]#[N:15])[CH2:13][CH2:12]2)=[CH:9][CH:8]=[CH:7][C:3]=1[C:4](O)=[O:5].CN(C)C=O.C(Cl)(=O)C([Cl:24])=O. (10) Given the product [C:6]12[CH:5]=[C:4]3[N:25]=[C:24]([CH:2]=[CH:3]3)[CH:23]=[C:21]3[NH:22][C:18]([CH:19]=[CH:20]3)=[CH:17][C:15]3=[N:16][C:12]([CH:13]=[CH:14]3)=[CH:11][C:9]([NH:10]1)=[CH:8][CH:7]=2, predict the reactants needed to synthesize it. The reactants are: C[C:2]1[C:24]2[NH:25][C:4](=[CH:5][C:6]3[NH:10][C:9]([CH:11]=[C:12]4[N:16]=[C:15]([CH:17]=[C:18]5[N:22]=[C:21]([CH:23]=2)[C:20](C)=[C:19]5CCC([O-])=O)[C:14](CCC([O-])=O)=[C:13]4C)=[C:8](C=C)[C:7]=3C)[C:3]=1C=C.[Na+].[Na+].C(N)(=O)C=C.N(C(C)(C)C#N)=NC(C)(C)C#N.CO.